From a dataset of Reaction yield outcomes from USPTO patents with 853,638 reactions. Predict the reaction yield, written as a fraction of the theoretical maximum amount of product (1.0 means a 100% yield; for example, 0.34 means a 34% yield). (1) The yield is 0.990. The reactants are [Cl:1][C:2]1[N:3]=[C:4](Cl)[C:5]2[N:11]=[C:10]([C:12]3[CH:17]=[CH:16][C:15]([F:18])=[CH:14][CH:13]=3)[CH:9]=[CH:8][C:6]=2[N:7]=1.[CH2:20]([NH2:22])[CH3:21]. The product is [Cl:1][C:2]1[N:3]=[C:4]([NH:22][CH2:20][CH3:21])[C:5]2[N:11]=[C:10]([C:12]3[CH:17]=[CH:16][C:15]([F:18])=[CH:14][CH:13]=3)[CH:9]=[CH:8][C:6]=2[N:7]=1. No catalyst specified. (2) The reactants are [F:1][C:2]1[CH:7]=[CH:6][C:5]([CH2:8][C:9]([OH:11])=O)=[CH:4][CH:3]=1.CN(C)C=O.C(Cl)(=O)C([Cl:20])=O. The catalyst is C1(C)C=CC=CC=1. The product is [F:1][C:2]1[CH:7]=[CH:6][C:5]([CH2:8][C:9]([Cl:20])=[O:11])=[CH:4][CH:3]=1. The yield is 0.990. (3) The reactants are [Br:1][C:2]1[CH:7]=[CH:6][C:5](/[C:8](=[CH:11]/N(C)C)/[CH:9]=O)=[CH:4][CH:3]=1.Cl.[NH2:16][C:17]([NH2:19])=[NH:18].C(=O)([O-])[O-].[K+].[K+]. The catalyst is C(O)C. The product is [Br:1][C:2]1[CH:7]=[CH:6][C:5]([C:8]2[CH:9]=[N:18][C:17]([NH2:19])=[N:16][CH:11]=2)=[CH:4][CH:3]=1. The yield is 0.960. (4) The reactants are [NH2:1][C:2]1[C:11]([C:12]2[CH:17]=[CH:16][C:15]([Cl:18])=[CH:14][CH:13]=2)=[N:10][C:9]([Br:19])=[CH:8][C:3]=1[C:4]([O:6][CH3:7])=[O:5].N([O-])=O.[Na+].[N-:24]=[N+:25]=[N-].[Na+].CCOCC. The catalyst is C(O)(C(F)(F)F)=O.O. The product is [N:1]([C:2]1[C:11]([C:12]2[CH:17]=[CH:16][C:15]([Cl:18])=[CH:14][CH:13]=2)=[N:10][C:9]([Br:19])=[CH:8][C:3]=1[C:4]([O:6][CH3:7])=[O:5])=[N+:24]=[N-:25]. The yield is 0.580. (5) The reactants are [Br:1][C:2]1[CH:7]=[CH:6][C:5]([C@@H:8]([N:10]([CH2:15][CH2:16][C:17]([OH:28])([C:22]2[CH:27]=[CH:26][CH:25]=[CH:24][CH:23]=2)[CH2:18][C:19]([CH3:21])=[CH2:20])[C:11](=O)[O:12]C)[CH3:9])=[CH:4][CH:3]=1.[H-].[Na+]. The catalyst is C1COCC1. The product is [Br:1][C:2]1[CH:3]=[CH:4][C:5]([C@@H:8]([N:10]2[CH2:15][CH2:16][C@:17]([CH2:18][C:19]([CH3:21])=[CH2:20])([C:22]3[CH:23]=[CH:24][CH:25]=[CH:26][CH:27]=3)[O:28][C:11]2=[O:12])[CH3:9])=[CH:6][CH:7]=1. The yield is 0.345. (6) The reactants are CO[CH:3](OC)[CH2:4][CH:5](OC)OC.[Cl:12][C:13]1[CH:22]=[C:21]([Cl:23])[C:20]([NH:24][NH2:25])=[CH:19][C:14]=1[C:15]([O:17][CH3:18])=[O:16]. The catalyst is CO. The product is [Cl:12][C:13]1[CH:22]=[C:21]([Cl:23])[C:20]([N:24]2[CH:5]=[CH:4][CH:3]=[N:25]2)=[CH:19][C:14]=1[C:15]([O:17][CH3:18])=[O:16]. The yield is 0.430. (7) The catalyst is ClCCl. The product is [CH3:5][O:6][C:7](=[O:17])[C:8]1[CH:13]=[CH:12][C:11]([C:14](=[O:15])[C:23]2[CH:22]=[CH:21][C:20]([O:25][CH3:26])=[C:19]([F:18])[CH:24]=2)=[CH:10][CH:9]=1. The yield is 0.170. The reactants are [Al+3].[Cl-].[Cl-].[Cl-].[CH3:5][O:6][C:7](=[O:17])[C:8]1[CH:13]=[CH:12][C:11]([C:14](Cl)=[O:15])=[CH:10][CH:9]=1.[F:18][C:19]1[CH:24]=[CH:23][CH:22]=[CH:21][C:20]=1[O:25][CH3:26]. (8) The reactants are [C:1]([C:5]1[CH:10]=[CH:9][C:8]([S:11]([NH:14][C:15]2[CH:16]=[C:17]3[C:21](=[CH:22][CH:23]=2)[NH:20][C:19]([C:24]([OH:26])=O)=[C:18]3[C:27]2[CH:28]=[N:29][CH:30]=[CH:31][CH:32]=2)(=[O:13])=[O:12])=[CH:7][CH:6]=1)([CH3:4])([CH3:3])[CH3:2].[CH3:33][N:34]([CH3:38])[CH2:35][CH2:36][NH2:37]. The catalyst is ClCCl.CO. The product is [CH3:33][N:34]([CH3:38])[CH2:35][CH2:36][NH:37][C:24]([C:19]1[NH:20][C:21]2[C:17]([C:18]=1[C:27]1[CH:28]=[N:29][CH:30]=[CH:31][CH:32]=1)=[CH:16][C:15]([NH:14][S:11]([C:8]1[CH:7]=[CH:6][C:5]([C:1]([CH3:4])([CH3:2])[CH3:3])=[CH:10][CH:9]=1)(=[O:12])=[O:13])=[CH:23][CH:22]=2)=[O:26]. The yield is 0.430.